Dataset: Full USPTO retrosynthesis dataset with 1.9M reactions from patents (1976-2016). Task: Predict the reactants needed to synthesize the given product. (1) Given the product [CH3:21][C:8]1([CH3:22])[C:7]2[C:12](=[CH:13][CH:14]=[C:5]([C:3]([OH:4])=[O:2])[CH:6]=2)[NH:11][CH:10]([C:15]2[CH:16]=[N:17][CH:18]=[CH:19][CH:20]=2)[CH2:9]1, predict the reactants needed to synthesize it. The reactants are: C[O:2][C:3]([C:5]1[CH:6]=[C:7]2[C:12](=[CH:13][CH:14]=1)[NH:11][CH:10]([C:15]1[CH:16]=[N:17][CH:18]=[CH:19][CH:20]=1)[CH2:9][C:8]2([CH3:22])[CH3:21])=[O:4].[OH-].[Na+].Cl. (2) Given the product [OH:1][C@@H:2]([CH3:6])[C:3]([NH:5][C:10]1[CH:11]=[CH:12][C:13]2[N:14]([C:16]([C:19]3[O:27][C:26]4[CH:25]=[CH:24][N:23]=[C:22]([O:28][CH3:29])[C:21]=4[CH:20]=3)=[CH:17][N:18]=2)[N:15]=1)=[O:4], predict the reactants needed to synthesize it. The reactants are: [OH:1][C@@H:2]([CH3:6])[C:3]([NH2:5])=[O:4].[H-].[Na+].Cl[C:10]1[CH:11]=[CH:12][C:13]2[N:14]([C:16]([C:19]3[O:27][C:26]4[CH:25]=[CH:24][N:23]=[C:22]([O:28][CH3:29])[C:21]=4[CH:20]=3)=[CH:17][N:18]=2)[N:15]=1. (3) Given the product [NH2:1][C:2]1[N:23]=[C:22]([CH:25]=[CH2:26])[CH:21]=[CH:20][C:3]=1[C:4]([NH:6][CH2:7][C:8]1[S:9][C:10]([O:13][C:14]2[CH:19]=[CH:18][CH:17]=[CH:16][CH:15]=2)=[CH:11][CH:12]=1)=[O:5], predict the reactants needed to synthesize it. The reactants are: [NH2:1][C:2]1[N:23]=[C:22](Cl)[CH:21]=[CH:20][C:3]=1[C:4]([NH:6][CH2:7][C:8]1[S:9][C:10]([O:13][C:14]2[CH:19]=[CH:18][CH:17]=[CH:16][CH:15]=2)=[CH:11][CH:12]=1)=[O:5].[CH:25]1C=CC(CC(NCN[C@H](C(O)=O)CC2C=CC([N+]([O-])=O)=CC=2)=O)=C[CH:26]=1.C1(C)C(C)=CC=CC=1.C([Sn](CCCC)(CCCC)CCCC)=C. (4) Given the product [CH2:22]([O:21][C:19](=[O:29])[NH:20][CH:32]1[CH2:33][CH2:34][CH2:35][C:30](=[O:36])[CH2:31]1)[C:23]1[CH:24]=[CH:25][CH:26]=[CH:27][CH:28]=1, predict the reactants needed to synthesize it. The reactants are: O.O.O.O.O.[N+]([O-])([O-])=O.[Bi+3].[N+]([O-])([O-])=O.[N+]([O-])([O-])=O.[C:19](=[O:29])([O:21][CH2:22][C:23]1[CH:28]=[CH:27][CH:26]=[CH:25][CH:24]=1)[NH2:20].[C:30]1(=[O:36])[CH2:35][CH2:34][CH2:33][CH:32]=[CH:31]1. (5) Given the product [O:9]1[CH:13]=[CH:12][C:11]([CH2:14][NH:15][C:2]2[CH2:6][S:5][C:4](=[O:7])[N:3]=2)=[N:10]1, predict the reactants needed to synthesize it. The reactants are: S=[C:2]1[CH2:6][S:5][C:4](=[O:7])[NH:3]1.Cl.[O:9]1[CH:13]=[CH:12][C:11]([CH2:14][NH2:15])=[N:10]1.C(N(C(C)C)C(C)C)C. (6) Given the product [F:10][CH2:11][CH2:12][O:1][C:2]1[CH:3]=[C:4]([CH:7]=[CH:8][CH:9]=1)[CH:5]=[O:6], predict the reactants needed to synthesize it. The reactants are: [OH:1][C:2]1[CH:3]=[C:4]([CH:7]=[CH:8][CH:9]=1)[CH:5]=[O:6].[F:10][CH2:11][CH2:12]I.C([O-])([O-])=O.[K+].[K+].